Task: Predict the product of the given reaction.. Dataset: Forward reaction prediction with 1.9M reactions from USPTO patents (1976-2016) (1) Given the reactants O=[C:2]1[O:7][C:6]([C:8]2[CH:13]=[CH:12][CH:11]=[CH:10][C:9]=2[O:14]C(=O)C)=[N:5][C:4]2[CH:18]=[CH:19][CH:20]=[CH:21][C:3]1=2.[Cl:22][C:23]1[CH:28]=[CH:27][CH:26]=[CH:25][C:24]=1[CH2:29][CH2:30][NH2:31], predict the reaction product. The product is: [Cl:22][C:23]1[CH:28]=[CH:27][CH:26]=[CH:25][C:24]=1[CH2:29][CH2:30][N:31]1[C:2](=[O:7])[C:3]2[C:4](=[CH:18][CH:19]=[CH:20][CH:21]=2)[N:5]=[C:6]1[C:8]1[CH:13]=[CH:12][CH:11]=[CH:10][C:9]=1[OH:14]. (2) Given the reactants Cl[C:2]1[C:11]2[C:6](=[CH:7][CH:8]=[C:9](OC(F)(F)F)[CH:10]=2)[N:5]=[C:4]([N:17]2[CH2:23][C:22]3[CH:24]=[CH:25][CH:26]=[CH:27][C:21]=3[S:20](=[O:29])(=[O:28])[CH2:19][CH2:18]2)[CH:3]=1.[CH3:30][C:31](=[CH2:34])[CH2:32][NH2:33].[CH3:35]N1CCCC1=O, predict the reaction product. The product is: [O:28]=[S:20]1(=[O:29])[C:21]2[CH:27]=[CH:26][CH:25]=[CH:24][C:22]=2[CH2:23][N:17]([C:4]2[CH:3]=[C:2]([NH:33][CH2:32][C:31]([CH3:30])=[CH2:34])[C:11]3[C:6](=[CH:7][CH:8]=[C:9]([CH3:35])[CH:10]=3)[N:5]=2)[CH2:18][CH2:19]1. (3) Given the reactants [CH2:1]([O:8][C:9]1[CH:10]=[C:11]([CH:23]=[C:24]([O:26][CH2:27][C:28]2[CH:33]=[CH:32][CH:31]=[CH:30][CH:29]=2)[CH:25]=1)[C:12]([NH:14][C:15]1[CH:20]=[CH:19][C:18]([C:21]#[N:22])=[CH:17][N:16]=1)=[O:13])[C:2]1[CH:7]=[CH:6][CH:5]=[CH:4][CH:3]=1.C(N(CC)CC)C.Cl.[NH2:42][OH:43], predict the reaction product. The product is: [CH2:27]([O:26][C:24]1[CH:23]=[C:11]([CH:10]=[C:9]([O:8][CH2:1][C:2]2[CH:3]=[CH:4][CH:5]=[CH:6][CH:7]=2)[CH:25]=1)[C:12]([NH:14][C:15]1[CH:20]=[CH:19][C:18]([C:21]([NH:42][OH:43])=[NH:22])=[CH:17][N:16]=1)=[O:13])[C:28]1[CH:33]=[CH:32][CH:31]=[CH:30][CH:29]=1. (4) Given the reactants CO.[CH:3]1([O:6][C:7]2[CH:16]=[C:15]3[C:10]([C:11]([CH3:45])=[CH:12][C:13](=[O:44])[N:14]3[CH2:17][CH2:18][N:19]3[CH2:24][CH2:23][CH:22]([N:25]([CH2:33][C:34]4[CH:43]=[CH:42][C:37]5[O:38][CH2:39][CH2:40][O:41][C:36]=5[CH:35]=4)C(=O)OC(C)(C)C)[CH2:21][CH2:20]3)=[CH:9][CH:8]=2)[CH2:5][CH2:4]1.[ClH:46].C(OCC)(=O)C, predict the reaction product. The product is: [ClH:46].[CH:3]1([O:6][C:7]2[CH:16]=[C:15]3[C:10]([C:11]([CH3:45])=[CH:12][C:13](=[O:44])[N:14]3[CH2:17][CH2:18][N:19]3[CH2:20][CH2:21][CH:22]([NH:25][CH2:33][C:34]4[CH:43]=[CH:42][C:37]5[O:38][CH2:39][CH2:40][O:41][C:36]=5[CH:35]=4)[CH2:23][CH2:24]3)=[CH:9][CH:8]=2)[CH2:4][CH2:5]1. (5) Given the reactants F[C:2]1[CH:10]=[CH:9][C:8]([C:11]2[NH:15][C:14]([C:16]3[CH:21]=[CH:20][CH:19]=[CH:18][CH:17]=3)=[N:13][C:12]=2[C:22]2[CH:27]=[CH:26][N:25]=[CH:24][CH:23]=2)=[CH:7][C:3]=1[C:4]([OH:6])=[O:5].C([O-])([O-])=O.[Cs+].[Cs+].[CH2:34]([S-:36])[CH3:35].[Na+].Cl, predict the reaction product. The product is: [C:4]([C:3]1[CH:7]=[C:8]([C:11]2[NH:15][C:14]([C:16]3[CH:21]=[CH:20][CH:19]=[CH:18][CH:17]=3)=[N:13][C:12]=2[C:22]2[CH:27]=[CH:26][N:25]=[CH:24][CH:23]=2)[CH:9]=[CH:10][C:2]=1[S:36][CH2:34][CH3:35])([OH:6])=[O:5]. (6) Given the reactants [CH:1]12[O:10][CH:7]([CH2:8][CH2:9]1)[CH:6]1[CH:2]2[C:3](=[O:12])[O:4][C:5]1=[O:11].[CH2:13]([OH:20])[C:14]1[CH:19]=[CH:18][CH:17]=[CH:16][CH:15]=1, predict the reaction product. The product is: [CH2:13]([O:20][C:5]([CH:6]1[CH:2]([C:3]([OH:12])=[O:4])[CH:1]2[O:10][CH:7]1[CH2:8][CH2:9]2)=[O:11])[C:14]1[CH:19]=[CH:18][CH:17]=[CH:16][CH:15]=1.